Dataset: Catalyst prediction with 721,799 reactions and 888 catalyst types from USPTO. Task: Predict which catalyst facilitates the given reaction. The catalyst class is: 2. Product: [F:4][C:3]([F:6])([F:5])[C:1]([OH:7])=[O:2].[CH2:35]([N:38]([S:54]([CH2:57][C:58]1[CH:59]=[CH:60][CH:61]=[CH:62][CH:63]=1)(=[O:56])=[O:55])[C:39]([CH:41]1[CH2:42][CH2:43][NH:44][CH2:45][CH2:46]1)=[O:40])[CH:36]=[CH2:37]. Reactant: [C:1]([OH:7])([C:3]([F:6])([F:5])[F:4])=[O:2].CC1OC(C=CC2C=C3CCCN4CCCC(=C34)C=2)=CC(=C(C#N)C#N)C=1.[CH2:35]([N:38]([S:54]([CH2:57][C:58]1[CH:63]=[CH:62][CH:61]=[CH:60][CH:59]=1)(=[O:56])=[O:55])[C:39]([CH:41]1[CH2:46][CH2:45][N:44](C(OC(C)(C)C)=O)[CH2:43][CH2:42]1)=[O:40])[CH:36]=[CH2:37].